This data is from M1 muscarinic receptor agonist screen with 61,833 compounds. The task is: Binary Classification. Given a drug SMILES string, predict its activity (active/inactive) in a high-throughput screening assay against a specified biological target. (1) The drug is O=C(N1CCN(C(c2n(nnn2)C(C)(C)C)c2ccc(N(C)C)cc2)CC1)c1occc1. The result is 0 (inactive). (2) The molecule is s\1c=2n(CN(CN2)c2ccccc2)c(=O)c1=C/c1ncccc1. The result is 0 (inactive). (3) The compound is O(C(=O)CC1CCCCC1)Cn1nnc2c(c1=O)cccc2. The result is 0 (inactive).